This data is from Reaction yield outcomes from USPTO patents with 853,638 reactions. The task is: Predict the reaction yield, written as a fraction of the theoretical maximum amount of product (1.0 means a 100% yield; for example, 0.34 means a 34% yield). (1) The reactants are Cl.[NH:2]1[CH2:5][CH:4]([C:6]2[C:11]([Br:12])=[CH:10][N:9]=[C:8]([Cl:13])[N:7]=2)[CH2:3]1.CN(C(ON1N=NC2C=CC=NC1=2)=[N+](C)C)C.F[P-](F)(F)(F)(F)F.[NH:38]1[C:42]2[CH:43]=[CH:44][CH:45]=[CH:46][C:41]=2[N:40]=[C:39]1[C:47](O)=[O:48]. The catalyst is C(Cl)Cl. The product is [NH:38]1[C:42]2[CH:43]=[CH:44][CH:45]=[CH:46][C:41]=2[N:40]=[C:39]1[C:47]([N:2]1[CH2:5][CH:4]([C:6]2[C:11]([Br:12])=[CH:10][N:9]=[C:8]([Cl:13])[N:7]=2)[CH2:3]1)=[O:48]. The yield is 0.270. (2) The reactants are O.[Cl:2][C:3]1[CH:4]=[C:5]([C:12]2[S:16][C:15]([C:17]3([OH:21])[CH2:20][CH2:19][CH2:18]3)=[N:14][CH:13]=2)[CH:6]=[C:7]([N+:9]([O-])=O)[CH:8]=1.[Cl-].[NH4+]. The catalyst is [Fe].C(O)C. The product is [NH2:9][C:7]1[CH:6]=[C:5]([C:12]2[S:16][C:15]([C:17]3([OH:21])[CH2:20][CH2:19][CH2:18]3)=[N:14][CH:13]=2)[CH:4]=[C:3]([Cl:2])[CH:8]=1. The yield is 0.830. (3) The reactants are C(O[CH2:5][C:6]1[C:7]([O:17]CC2C=CC=CC=2)=[N:8][N:9]([C:11]2[CH:16]=[CH:15][CH:14]=[CH:13][CH:12]=2)[CH:10]=1)(=O)C.[O:25]1[CH2:29]CC[CH2:26]1.C[OH:31]. The catalyst is [C].[Pd]. The product is [OH:17][C:7]1[C:6]([CH2:5][C:26]([O:25][CH3:29])=[O:31])=[CH:10][N:9]([C:11]2[CH:12]=[CH:13][CH:14]=[CH:15][CH:16]=2)[N:8]=1. The yield is 0.930. (4) The reactants are [Cl:1][C:2]1[CH:3]=[C:4]([CH:23]=[CH:24][C:25]=1[C:26]([N:28]1[CH2:32][CH2:31][CH2:30][CH2:29]1)=[O:27])[C:5]([NH:7][C@H:8]([C:13]1[NH:17][C:16]2[CH:18]=[CH:19][C:20]([Cl:22])=[CH:21][C:15]=2[N:14]=1)[CH2:9][S:10][CH2:11][CH3:12])=[O:6].ClC1C=C(C=CC=1)C(OO)=[O:38].C(O)(=O)C.ClCl. The catalyst is ClCCl.ClCCl.C(O)C. The product is [Cl:1][C:2]1[CH:3]=[C:4]([CH:23]=[CH:24][C:25]=1[C:26]([N:28]1[CH2:29][CH2:30][CH2:31][CH2:32]1)=[O:27])[C:5]([NH:7][C@H:8]([C:13]1[NH:17][C:16]2[CH:18]=[CH:19][C:20]([Cl:22])=[CH:21][C:15]=2[N:14]=1)[CH2:9][S:10]([CH2:11][CH3:12])=[O:38])=[O:6]. The yield is 0.970. (5) The reactants are [F:1][C:2]([F:19])([F:18])[C@@H:3]1[NH:9][CH2:8][C:7]2[CH:10]=[CH:11][C:12]([C:14]([O:16][CH3:17])=[O:15])=[CH:13][C:6]=2[O:5][CH2:4]1.CCN(CC)CC.[O:27]1[CH2:32][CH2:31][CH:30]([C:33](Cl)=[O:34])[CH2:29][CH2:28]1. The catalyst is C(Cl)Cl. The product is [O:27]1[CH2:32][CH2:31][CH:30]([C:33]([N:9]2[CH2:8][C:7]3[CH:10]=[CH:11][C:12]([C:14]([O:16][CH3:17])=[O:15])=[CH:13][C:6]=3[O:5][CH2:4][C@@H:3]2[C:2]([F:1])([F:18])[F:19])=[O:34])[CH2:29][CH2:28]1. The yield is 0.990. (6) The yield is 1.00. The product is [CH3:17][C:18]1[CH2:23][CH2:22][CH2:21][C:20]2([O:9][C@H:8]([C:10]3[CH:15]=[CH:14][CH:13]=[CH:12][CH:11]=3)[C@@H:7]([C:1]3[CH:2]=[CH:3][CH:4]=[CH:5][CH:6]=3)[O:16]2)[CH:19]=1. The reactants are [C:1]1([C@@H:7]([OH:16])[C@@H:8]([C:10]2[CH:15]=[CH:14][CH:13]=[CH:12][CH:11]=2)[OH:9])[CH:6]=[CH:5][CH:4]=[CH:3][CH:2]=1.[CH3:17][C:18]1[CH2:23][CH2:22][CH2:21][C:20](=O)[CH:19]=1. The catalyst is C1C=CC=CC=1.CCOCC.CC1C=CC(S([O-])(=O)=O)=CC=1.C1C=C[NH+]=CC=1.